From a dataset of Full USPTO retrosynthesis dataset with 1.9M reactions from patents (1976-2016). Predict the reactants needed to synthesize the given product. (1) Given the product [Cl:23][C:16]1[N:15]=[C:14]([NH2:13])[N:22]=[C:21]2[C:17]=1[N:18]=[CH:19][N:20]2[CH2:2][C:3]1[S:4][C:5]2[C:11]([Cl:12])=[CH:10][CH:9]=[CH:8][C:6]=2[N:7]=1, predict the reactants needed to synthesize it. The reactants are: Br[CH2:2][C:3]1[S:4][C:5]2[C:11]([Cl:12])=[CH:10][CH:9]=[CH:8][C:6]=2[N:7]=1.[NH2:13][C:14]1[N:22]=[C:21]2[C:17]([NH:18][CH:19]=[N:20]2)=[C:16]([Cl:23])[N:15]=1.C([O-])([O-])=O.[Cs+].[Cs+]. (2) Given the product [CH3:20][C:19]1([CH3:21])[N:11]([C:12](=[O:16])[CH2:13][CH2:14][CH3:15])[C@H:3]2[C:4]3[CH:5]=[CH:6][CH:7]=[CH:8][C:9]=3[CH2:10][C@H:2]2[O:1]1, predict the reactants needed to synthesize it. The reactants are: [OH:1][C@@H:2]1[CH2:10][C:9]2[C:4](=[CH:5][CH:6]=[CH:7][CH:8]=2)[C@@H:3]1[NH:11][C:12](=[O:16])[CH2:13][CH2:14][CH3:15].CO[C:19]([CH3:21])=[CH2:20].CS(O)(=O)=O. (3) Given the product [F:1][C:2]1[CH:7]=[CH:6][C:5]([F:8])=[CH:4][C:3]=1[CH:9]([S:20]([C:23]1[CH:28]=[CH:27][C:26]([F:29])=[CH:25][CH:24]=1)(=[O:22])=[O:21])[C:10]1[C:11]([CH3:19])=[CH:12][C:13]([C:16]([N:31]([CH2:32][CH3:33])[CH3:30])=[O:18])=[N:14][CH:15]=1, predict the reactants needed to synthesize it. The reactants are: [F:1][C:2]1[CH:7]=[CH:6][C:5]([F:8])=[CH:4][C:3]=1[CH:9]([S:20]([C:23]1[CH:28]=[CH:27][C:26]([F:29])=[CH:25][CH:24]=1)(=[O:22])=[O:21])[C:10]1[C:11]([CH3:19])=[CH:12][C:13]([C:16]([OH:18])=O)=[N:14][CH:15]=1.[CH3:30][NH:31][CH2:32][CH3:33].ON1C2C=CC=CC=2N=N1.Cl.C(N=C=NCCCN(C)C)C. (4) Given the product [C:18]([N:21]1[C@@H:25]([CH3:26])[CH2:24][CH2:23][C@@H:22]1[C:27]1[C:32]([O:11][C:8]2[CH:9]=[CH:10][C:5]([S:2]([CH3:1])(=[O:3])=[O:4])=[CH:6][CH:7]=2)=[CH:31][C:30]2[N:34]=[C:35]([C:37]3[CH:42]=[N:41][CH:40]=[CH:39][N:38]=3)[NH:43][C:29]=2[CH:28]=1)(=[O:20])[CH3:19], predict the reactants needed to synthesize it. The reactants are: [CH3:1][S:2]([C:5]1[CH:10]=[CH:9][C:8]([OH:11])=[CH:7][CH:6]=1)(=[O:4])=[O:3].C(=O)([O-])[O-].[Cs+].[Cs+].[C:18]([N:21]1[C@@H:25]([CH3:26])[CH2:24][CH2:23][C@@H:22]1[C:27]1[C:32](F)=[CH:31][C:30]([NH:34][C:35]([C:37]2[CH:42]=[N:41][CH:40]=[CH:39][N:38]=2)=O)=[C:29]([N+:43]([O-])=O)[CH:28]=1)(=[O:20])[CH3:19].O.O.[Sn](Cl)Cl.C(=O)(O)[O-].[Na+]. (5) Given the product [OH:33][C@H:34]1[C@@H:38]2[N:39]([C:24]([C@@:4]3([CH:1]([CH3:2])[CH3:3])[CH2:8][CH2:7][CH:6]([NH:9][CH:16]4[CH2:21][CH2:20][O:19][CH2:18][CH:17]4[O:22][CH3:23])[CH2:5]3)=[O:26])[CH2:40][C@H:35]1[N:36]([C:41]([O:43][C:44]([CH3:47])([CH3:46])[CH3:45])=[O:42])[CH2:37]2, predict the reactants needed to synthesize it. The reactants are: [CH:1]([C@:4]1([C:24]([OH:26])=O)[CH2:8][CH2:7][C@@H:6]([N:9]([C@H:16]2[CH2:21][CH2:20][O:19][CH2:18][C@H:17]2[O:22][CH3:23])C(=O)C(F)(F)F)[CH2:5]1)([CH3:3])[CH3:2].C(Cl)(=O)C(Cl)=O.[OH:33][C@H:34]1[C@@H:38]2[NH:39][CH2:40][C@H:35]1[N:36]([C:41]([O:43][C:44]([CH3:47])([CH3:46])[CH3:45])=[O:42])[CH2:37]2.CCN(CC)CC.[OH-].[Na+]. (6) Given the product [Cl:1][C:2]1[CH:7]=[CH:6][C:5]([N:8]2[C:16]([CH:17]([CH:33]3[CH2:38][CH2:37][CH2:36][CH2:35][CH2:34]3)[CH2:18][NH:20][C:21]3[CH:26]=[CH:25][C:24]([C:27]4[NH:31][N:30]=[N:29][N:28]=4)=[CH:23][CH:22]=3)=[C:15]3[C:10]([CH2:11][CH2:12][CH2:13][CH2:14]3)=[N:9]2)=[CH:4][CH:3]=1, predict the reactants needed to synthesize it. The reactants are: [Cl:1][C:2]1[CH:7]=[CH:6][C:5]([N:8]2[C:16]([CH:17]([CH:33]3[CH2:38][CH2:37][CH2:36][CH2:35][CH2:34]3)[C:18]([NH:20][C:21]3[CH:26]=[CH:25][C:24]([C:27]4[NH:31][N:30]=[N:29][N:28]=4)=[CH:23][C:22]=3F)=O)=[C:15]3[C:10]([CH2:11][CH2:12][CH2:13][CH2:14]3)=[N:9]2)=[CH:4][CH:3]=1. (7) The reactants are: Br[CH2:2][CH2:3][CH2:4][CH2:5][C:6]([F:18])([F:17])[C:7]([F:16])([F:15])[C:8]([F:14])([F:13])[C:9]([F:12])([F:11])[F:10].[P:19]([O:26]CC)([O:23][CH2:24][CH3:25])[O:20][CH2:21][CH3:22]. Given the product [CH2:21]([O:20][P:19]([CH2:2][CH2:3][CH2:4][CH2:5][C:6]([F:18])([F:17])[C:7]([F:16])([F:15])[C:8]([F:14])([F:13])[C:9]([F:12])([F:11])[F:10])([O:23][CH2:24][CH3:25])=[O:26])[CH3:22], predict the reactants needed to synthesize it.